The task is: Predict the product of the given reaction.. This data is from Forward reaction prediction with 1.9M reactions from USPTO patents (1976-2016). (1) Given the reactants [CH2:1]([O:8][C:9](=[O:15])[NH:10][C@@H:11]([CH3:14])[CH2:12][OH:13])[C:2]1[CH:7]=[CH:6][CH:5]=[CH:4][CH:3]=1.C(N(CC)CC)C.[CH3:23][S:24](Cl)(=[O:26])=[O:25], predict the reaction product. The product is: [CH3:23][S:24]([O:13][CH2:12][C@@H:11]([NH:10][C:9]([O:8][CH2:1][C:2]1[CH:7]=[CH:6][CH:5]=[CH:4][CH:3]=1)=[O:15])[CH3:14])(=[O:26])=[O:25]. (2) Given the reactants [CH3:1][O:2][C:3]1[CH:8]=[CH:7][C:6]([N:9]2[CH2:14][CH2:13][N:12]([C:15]3[S:16][C:17]([C:26](OCC)=[O:27])=[C:18]([C:20]4[CH:25]=[CH:24][CH:23]=[CH:22][CH:21]=4)[N:19]=3)[CH2:11][CH2:10]2)=[CH:5][CH:4]=1.[H-].[Al+3].[Li+].[H-].[H-].[H-], predict the reaction product. The product is: [CH3:1][O:2][C:3]1[CH:4]=[CH:5][C:6]([N:9]2[CH2:10][CH2:11][N:12]([C:15]3[S:16][C:17]([CH2:26][OH:27])=[C:18]([C:20]4[CH:25]=[CH:24][CH:23]=[CH:22][CH:21]=4)[N:19]=3)[CH2:13][CH2:14]2)=[CH:7][CH:8]=1. (3) The product is: [CH3:1][O:2][C:3]([C:5]1[S:9][C:8]2[CH:10]=[C:11]([CH2:6][C:7]3[CH:13]=[CH:12][CH:11]=[CH:10][CH:8]=3)[CH:12]=[CH:13][C:7]=2[C:6]=1[O:15][CH2:16][C:17]([O:19][C:20]([CH3:23])([CH3:22])[CH3:21])=[O:18])=[O:4]. Given the reactants [CH3:1][O:2][C:3]([C:5]1[S:9][C:8]2[CH:10]=[C:11](Cl)[CH:12]=[CH:13][C:7]=2[C:6]=1[O:15][CH2:16][C:17]([O:19][C:20]([CH3:23])([CH3:22])[CH3:21])=[O:18])=[O:4].[F-].[K+], predict the reaction product. (4) Given the reactants [CH3:1][O:2][C:3]1[CH:8]=[CH:7][C:6]2[C:9]3[N:10]([CH2:21][CH2:22][CH2:23][CH2:24][CH2:25]Cl)[C:11]4[C:16]([C:17]=3[CH2:18][CH2:19][S:20][C:5]=2[CH:4]=1)=[CH:15][CH:14]=[CH:13][CH:12]=4.[NH:27]1[CH2:31][CH2:30][CH2:29][CH2:28]1, predict the reaction product. The product is: [CH3:1][O:2][C:3]1[CH:8]=[CH:7][C:6]2[C:9]3[N:10]([CH2:21][CH2:22][CH2:23][CH2:24][CH2:25][N:27]4[CH2:31][CH2:30][CH2:29][CH2:28]4)[C:11]4[C:16]([C:17]=3[CH2:18][CH2:19][S:20][C:5]=2[CH:4]=1)=[CH:15][CH:14]=[CH:13][CH:12]=4.